From a dataset of Catalyst prediction with 721,799 reactions and 888 catalyst types from USPTO. Predict which catalyst facilitates the given reaction. Reactant: [CH:1]([NH:4][C:5]1[C:10](Br)=[N:9][C:8]([Br:12])=[CH:7][N:6]=1)([CH3:3])[CH3:2].[OH-:13].[K+]. Product: [Br:12][C:8]1[N:9]=[C:10]([OH:13])[C:5]([NH:4][CH:1]([CH3:3])[CH3:2])=[N:6][CH:7]=1. The catalyst class is: 6.